From a dataset of hERG Central: cardiac toxicity at 1µM, 10µM, and general inhibition. Predict hERG channel inhibition at various concentrations. (1) The molecule is CC(C(=O)NCCCn1ccnc1)(c1ccccc1)c1ccccc1.Cl. Results: hERG_inhib (hERG inhibition (general)): blocker. (2) The compound is CCn1cnc2cc(NCc3nc4ccccc4n3Cc3ccccc3)ccc21. Results: hERG_inhib (hERG inhibition (general)): blocker.